Dataset: Forward reaction prediction with 1.9M reactions from USPTO patents (1976-2016). Task: Predict the product of the given reaction. (1) Given the reactants [C:1]([C:3]1[CH:4]=[C:5]([NH:9][C:10](=[O:13])[CH2:11][CH3:12])[CH:6]=[CH:7][CH:8]=1)#[N:2].[F:14][C:15]([F:26])([F:25])[O:16][C:17]1[CH:18]=[C:19]([CH:22]=[CH:23][CH:24]=1)[CH2:20]Br, predict the reaction product. The product is: [C:1]([C:3]1[CH:4]=[C:5]([N:9]([CH2:20][C:19]2[CH:22]=[CH:23][CH:24]=[C:17]([O:16][C:15]([F:14])([F:25])[F:26])[CH:18]=2)[C:10](=[O:13])[CH2:11][CH3:12])[CH:6]=[CH:7][CH:8]=1)#[N:2]. (2) Given the reactants [F:1][C:2]1[C:3]([C:17]#[N:18])=[N:4][CH:5]=[C:6](B2OC(C)(C)C(C)(C)O2)[CH:7]=1.Br[C:20]1[CH:25]=[CH:24][N:23]=[C:22]2[NH:26][C:27]([C:29]3[CH:30]=[N:31][N:32]([CH3:34])[CH:33]=3)=[N:28][C:21]=12.ClCCl.C(=O)([O-])[O-].[K+].[K+].O1CCOCC1.O, predict the reaction product. The product is: [F:1][C:2]1[C:3]([C:17]#[N:18])=[N:4][CH:5]=[C:6]([C:20]2[CH:25]=[CH:24][N:23]=[C:22]3[NH:26][C:27]([C:29]4[CH:30]=[N:31][N:32]([CH3:34])[CH:33]=4)=[N:28][C:21]=23)[CH:7]=1. (3) Given the reactants C1(C)C=CC=CC=1.[NH2:8][C:9]1[N:10]([CH3:31])[C:11](=[O:30])[C:12]([C:21]2[CH:22]=[C:23]([CH:28]=[O:29])[N:24]([CH2:26][CH3:27])[CH:25]=2)([C:14]2[CH:19]=[CH:18][CH:17]=[C:16](Br)[CH:15]=2)[N:13]=1.[F:32][C:33]1[C:38](B(O)O)=[CH:37][CH:36]=[CH:35][N:34]=1.C(=O)([O-])[O-].[Na+].[Na+], predict the reaction product. The product is: [NH2:8][C:9]1[N:10]([CH3:31])[C:11](=[O:30])[C:12]([C:21]2[CH:22]=[C:23]([CH:28]=[O:29])[N:24]([CH2:26][CH3:27])[CH:25]=2)([C:14]2[CH:19]=[CH:18][CH:17]=[C:16]([C:38]3[C:33]([F:32])=[N:34][CH:35]=[CH:36][CH:37]=3)[CH:15]=2)[N:13]=1. (4) Given the reactants C=O.C(O[C:8]([N:10]1[CH2:15][CH2:14][CH:13]([CH2:16][O:17][C:18]2[CH:28]=[CH:27][C:21]([C:22]([O:24][CH2:25][CH3:26])=[O:23])=[CH:20][C:19]=2[O:29][CH3:30])[CH2:12][CH2:11]1)=O)(C)(C)C.Cl.CCOCC, predict the reaction product. The product is: [CH3:30][O:29][C:19]1[CH:20]=[C:21]([CH:27]=[CH:28][C:18]=1[O:17][CH2:16][CH:13]1[CH2:12][CH2:11][N:10]([CH3:8])[CH2:15][CH2:14]1)[C:22]([O:24][CH2:25][CH3:26])=[O:23]. (5) Given the reactants Br[C:2]1[C:16]([F:17])=[CH:15][C:5]2[C:6]([C:9]3[CH:14]=[CH:13][N:12]=[CH:11][CH:10]=3)=[N:7][O:8][C:4]=2[CH:3]=1.[CH:18]1([NH:21][C:22]([C:24]2[CH:25]=[C:26]([F:34])[C:27]([CH3:33])=[C:28](B(O)O)[CH:29]=2)=[O:23])[CH2:20][CH2:19]1.C(=O)([O-])O.[Na+], predict the reaction product. The product is: [CH:18]1([NH:21][C:22](=[O:23])[C:24]2[CH:29]=[C:28]([C:2]3[C:16]([F:17])=[CH:15][C:5]4[C:6]([C:9]5[CH:14]=[CH:13][N:12]=[CH:11][CH:10]=5)=[N:7][O:8][C:4]=4[CH:3]=3)[C:27]([CH3:33])=[C:26]([F:34])[CH:25]=2)[CH2:19][CH2:20]1. (6) Given the reactants [C:1]([O:4][CH2:5][C@@H:6]1[C@@H:11]([O:12][C:13](=[O:15])[CH3:14])[C@H:10]([O:16][C:17](=[O:19])[CH3:18])[C@@H:9]([O:20][C:21](=[O:23])[CH3:22])[C@H:8]([N:24]2[C:32]3[C:27](=[C:28]([CH3:33])[CH:29]=[CH:30][CH:31]=3)[C:26]([CH2:34][C:35]3[CH:40]=[CH:39][C:38]([O:41][CH2:42][CH2:43][CH2:44][O:45]CC4C=CC=CC=4)=[CH:37][CH:36]=3)=[CH:25]2)[O:7]1)(=[O:3])[CH3:2], predict the reaction product. The product is: [C:1]([O:4][CH2:5][C@@H:6]1[C@@H:11]([O:12][C:13](=[O:15])[CH3:14])[C@H:10]([O:16][C:17](=[O:19])[CH3:18])[C@@H:9]([O:20][C:21](=[O:23])[CH3:22])[C@H:8]([N:24]2[C:32]3[C:27](=[C:28]([CH3:33])[CH:29]=[CH:30][CH:31]=3)[C:26]([CH2:34][C:35]3[CH:36]=[CH:37][C:38]([O:41][CH2:42][CH2:43][CH2:44][OH:45])=[CH:39][CH:40]=3)=[CH:25]2)[O:7]1)(=[O:3])[CH3:2].